This data is from Full USPTO retrosynthesis dataset with 1.9M reactions from patents (1976-2016). The task is: Predict the reactants needed to synthesize the given product. (1) Given the product [F:30][C:2]([F:1])([F:31])[C:3]1[CH:4]=[C:5]([NH:9][C:10]([N:12]2[C:20]3[C:15](=[CH:16][C:17]([O:21][C:22]4[CH:27]=[C:26]([CH:28]=[O:29])[N:25]=[CH:24][N:23]=4)=[CH:18][CH:19]=3)[CH:14]=[CH:13]2)=[O:11])[CH:6]=[CH:7][CH:8]=1, predict the reactants needed to synthesize it. The reactants are: [F:1][C:2]([F:31])([F:30])[C:3]1[CH:4]=[C:5]([NH:9][C:10]([N:12]2[C:20]3[C:15](=[CH:16][C:17]([O:21][C:22]4[CH:27]=[C:26]([CH2:28][OH:29])[N:25]=[CH:24][N:23]=4)=[CH:18][CH:19]=3)[CH:14]=[CH:13]2)=[O:11])[CH:6]=[CH:7][CH:8]=1. (2) The reactants are: Cl[CH2:2][C:3]([NH:5][C:6]1[CH:19]=[CH:18][C:9]2[O:10][C:11]3[CH2:17][CH2:16][CH2:15][CH2:14][CH2:13][C:12]=3[C:8]=2[CH:7]=1)=[O:4].[CH3:20][NH:21][CH2:22][CH2:23][OH:24].C(=O)([O-])[O-].[Cs+].[Cs+].FC(F)(F)C(O)=O. Given the product [OH:24][CH2:23][CH2:22][N:21]([CH3:20])[CH2:2][C:3]([NH:5][C:6]1[CH:19]=[CH:18][C:9]2[O:10][C:11]3[CH2:17][CH2:16][CH2:15][CH2:14][CH2:13][C:12]=3[C:8]=2[CH:7]=1)=[O:4], predict the reactants needed to synthesize it. (3) Given the product [CH2:7]([N:14]1[CH2:15][CH2:16][C:17]([CH2:21][NH:22][C:2](=[O:3])[O:4][CH2:5][CH3:6])([OH:20])[CH2:18][CH2:19]1)[C:8]1[CH:9]=[CH:10][CH:11]=[CH:12][CH:13]=1, predict the reactants needed to synthesize it. The reactants are: Cl[C:2]([O:4][CH2:5][CH3:6])=[O:3].[CH2:7]([N:14]1[CH2:19][CH2:18][C:17]([CH2:21][NH2:22])([OH:20])[CH2:16][CH2:15]1)[C:8]1[CH:13]=[CH:12][CH:11]=[CH:10][CH:9]=1.C(N(CC)CC)C.